Dataset: NCI-60 drug combinations with 297,098 pairs across 59 cell lines. Task: Regression. Given two drug SMILES strings and cell line genomic features, predict the synergy score measuring deviation from expected non-interaction effect. (1) Drug 1: CN(C)N=NC1=C(NC=N1)C(=O)N. Drug 2: CC1=C(C=C(C=C1)C(=O)NC2=CC(=CC(=C2)C(F)(F)F)N3C=C(N=C3)C)NC4=NC=CC(=N4)C5=CN=CC=C5. Cell line: DU-145. Synergy scores: CSS=1.97, Synergy_ZIP=2.60, Synergy_Bliss=8.57, Synergy_Loewe=1.08, Synergy_HSA=1.90. (2) Drug 1: C1CC(=O)NC(=O)C1N2CC3=C(C2=O)C=CC=C3N. Drug 2: CC1=C2C(C(=O)C3(C(CC4C(C3C(C(C2(C)C)(CC1OC(=O)C(C(C5=CC=CC=C5)NC(=O)C6=CC=CC=C6)O)O)OC(=O)C7=CC=CC=C7)(CO4)OC(=O)C)O)C)OC(=O)C. Cell line: OVCAR-4. Synergy scores: CSS=34.7, Synergy_ZIP=-7.02, Synergy_Bliss=-5.18, Synergy_Loewe=-51.7, Synergy_HSA=-4.87. (3) Drug 1: CN(C)N=NC1=C(NC=N1)C(=O)N. Drug 2: C1=NC2=C(N=C(N=C2N1C3C(C(C(O3)CO)O)O)F)N. Cell line: LOX IMVI. Synergy scores: CSS=33.7, Synergy_ZIP=1.26, Synergy_Bliss=-1.09, Synergy_Loewe=-6.93, Synergy_HSA=-3.31. (4) Drug 1: CCC1(CC2CC(C3=C(CCN(C2)C1)C4=CC=CC=C4N3)(C5=C(C=C6C(=C5)C78CCN9C7C(C=CC9)(C(C(C8N6C=O)(C(=O)OC)O)OC(=O)C)CC)OC)C(=O)OC)O.OS(=O)(=O)O. Drug 2: CC1C(C(CC(O1)OC2CC(CC3=C2C(=C4C(=C3O)C(=O)C5=C(C4=O)C(=CC=C5)OC)O)(C(=O)CO)O)N)O.Cl. Cell line: LOX IMVI. Synergy scores: CSS=43.0, Synergy_ZIP=-3.29, Synergy_Bliss=0.703, Synergy_Loewe=-0.310, Synergy_HSA=0.822.